This data is from In vitro SARS-CoV-2 activity screen of 1,480 approved drugs from Prestwick library. The task is: Binary Classification. Given a drug SMILES string, predict its activity (active/inactive) in a high-throughput screening assay against a specified biological target. (1) The result is 0 (inactive). The compound is CSc1nc2cc(Oc3cccc(Cl)c3Cl)c(Cl)cc2[nH]1. (2) The drug is COc1nc(C)nc(Cl)c1NC1=NCCN1. The result is 0 (inactive). (3) The compound is CNC1(C)C2CCC(C2)C1(C)C.Cl. The result is 0 (inactive). (4) The drug is NC(=O)N1c2ccccc2CC(=O)c2ccccc21. The result is 0 (inactive). (5) The result is 0 (inactive). The drug is CC(=O)OCC1=C(C(=O)[O-])N2C(=O)[C@@H](NC(=O)Cc3cccs3)[C@H]2SC1.[Na+].